Task: Predict the product of the given reaction.. Dataset: Forward reaction prediction with 1.9M reactions from USPTO patents (1976-2016) (1) Given the reactants I[C:2]1[S:6][C:5]([C:7]2[CH:12]=[CH:11][N:10]=[C:9]([NH:13][CH2:14][CH2:15][N:16]3[C:20]([CH3:22])([CH3:21])[C:19](=[O:23])[NH:18][C:17]3=[O:24])[N:8]=2)=[CH:4][CH:3]=1.[CH3:25][C:26]1[CH:27]=[C:28]([SH:32])[CH:29]=[CH:30][CH:31]=1, predict the reaction product. The product is: [CH3:21][C:20]1([CH3:22])[N:16]([CH2:15][CH2:14][NH:13][C:9]2[N:8]=[C:7]([C:5]3[S:6][C:2]([S:32][C:28]4[CH:27]=[C:26]([CH3:25])[CH:31]=[CH:30][CH:29]=4)=[CH:3][CH:4]=3)[CH:12]=[CH:11][N:10]=2)[C:17](=[O:24])[NH:18][C:19]1=[O:23]. (2) The product is: [OH:29][CH2:28][C@:4]1([C:15]([O:17][C:18]([CH3:20])([CH3:19])[CH3:21])=[O:16])[CH2:3][C:2](=[O:1])[N:6]([C@@H:7]([C:9]2[CH:10]=[CH:11][CH:12]=[CH:13][CH:14]=2)[CH3:8])[CH2:5]1. Given the reactants [O:1]=[C:2]1[N:6]([C@@H:7]([C:9]2[CH:14]=[CH:13][CH:12]=[CH:11][CH:10]=2)[CH3:8])[CH2:5][CH:4]([C:15]([O:17][C:18]([CH3:21])([CH3:20])[CH3:19])=[O:16])[CH2:3]1.C=O.[H-].[Na+].C(O)(=O)C[C:28](CC(O)=O)(C(O)=O)[OH:29], predict the reaction product. (3) The product is: [C:19]([N:23]([CH3:24])[C:8]([Cl:7])=[O:10])([CH3:22])([CH3:21])[CH3:20]. Given the reactants N1C=CC=CC=1.[Cl:7][C:8](Cl)([O:10]C(=O)OC(Cl)(Cl)Cl)Cl.[C:19]([NH:23][CH3:24])([CH3:22])([CH3:21])[CH3:20], predict the reaction product. (4) The product is: [CH3:1][O:2][C:3](=[O:19])[C@@H:4]([NH:8][C:9](=[O:18])[C:10]1[C:11]([Cl:17])=[CH:12][CH:13]=[CH:14][C:15]=1[Cl:16])[CH2:5]/[CH:6]=[CH:7]/[C:21]1[CH:22]=[CH:23][C:24]([C:27]2([O:33][CH3:34])[CH2:32][CH2:31][O:30][CH2:29][CH2:28]2)=[CH:25][CH:26]=1. Given the reactants [CH3:1][O:2][C:3](=[O:19])[C@@H:4]([NH:8][C:9](=[O:18])[C:10]1[C:15]([Cl:16])=[CH:14][CH:13]=[CH:12][C:11]=1[Cl:17])[CH2:5][CH:6]=[CH2:7].I[C:21]1[CH:26]=[CH:25][C:24]([C:27]2([O:33][CH3:34])[CH2:32][CH2:31][O:30][CH2:29][CH2:28]2)=[CH:23][CH:22]=1.C(=O)([O-])[O-].[K+].[K+].C(OCC)(=O)C, predict the reaction product.